From a dataset of Forward reaction prediction with 1.9M reactions from USPTO patents (1976-2016). Predict the product of the given reaction. Given the reactants Br[C:2]1[CH:11]=[CH:10][C:9]2[C:4](=[CH:5][CH:6]=[C:7]([O:12][C@H:13]3[CH2:18][CH2:17][C@H:16]([C:19]([CH3:22])([CH3:21])[CH3:20])[CH2:15][CH2:14]3)[CH:8]=2)[CH:3]=1.C(P(C(C)(C)C)C1C=CC=CC=1C1C=CC=CC=1C)(C)(C)C.C(=O)([O-])[O-].[Cs+].[Cs+].COCCOC.[N+:57]([CH2:60][CH3:61])([O-:59])=[O:58], predict the reaction product. The product is: [C:19]([C@H:16]1[CH2:15][CH2:14][C@H:13]([O:12][C:7]2[CH:6]=[CH:5][C:4]3[C:9](=[CH:10][CH:11]=[C:2]([CH:60]([N+:57]([O-:59])=[O:58])[CH3:61])[CH:3]=3)[CH:8]=2)[CH2:18][CH2:17]1)([CH3:22])([CH3:21])[CH3:20].